This data is from TCR-epitope binding with 47,182 pairs between 192 epitopes and 23,139 TCRs. The task is: Binary Classification. Given a T-cell receptor sequence (or CDR3 region) and an epitope sequence, predict whether binding occurs between them. (1) The epitope is AYILFTRFFYV. The TCR CDR3 sequence is CASSLGQANYGYTF. Result: 0 (the TCR does not bind to the epitope). (2) The epitope is RLYYDSMSY. The TCR CDR3 sequence is CSASGVGASYNEQFF. Result: 0 (the TCR does not bind to the epitope). (3) The epitope is YLDAYNMMI. The TCR CDR3 sequence is CSASKLGGMVDTQYF. Result: 1 (the TCR binds to the epitope). (4) The epitope is TLIGDCATV. The TCR CDR3 sequence is CASSLDFRTSGSPYNEQFF. Result: 1 (the TCR binds to the epitope). (5) The epitope is FLNGSCGSV. The TCR CDR3 sequence is CASSQDTYEQYF. Result: 1 (the TCR binds to the epitope). (6) The TCR CDR3 sequence is CASSELVGLYGYTF. The epitope is VLWAHGFEL. Result: 0 (the TCR does not bind to the epitope). (7) The epitope is FLYNLLTRV. The TCR CDR3 sequence is CASSLIPADPFYNEQFF. Result: 0 (the TCR does not bind to the epitope). (8) The epitope is GLNKIVRMY. The TCR CDR3 sequence is CASRTGLYEQYF. Result: 0 (the TCR does not bind to the epitope).